From a dataset of Forward reaction prediction with 1.9M reactions from USPTO patents (1976-2016). Predict the product of the given reaction. (1) Given the reactants [C:1]([C:3]1[CH:8]=[CH:7][CH:6]=[CH:5][C:4]=1B(O)O)#[N:2].Br[C:13]1[CH:18]=[CH:17][CH:16]=[CH:15][C:14]=1[CH3:19].C(=O)([O-])[O-].[Na+].[Na+], predict the reaction product. The product is: [C:14]1([CH3:19])[CH:15]=[CH:16][CH:17]=[CH:18][C:13]=1[C:4]1[CH:5]=[CH:6][CH:7]=[CH:8][C:3]=1[C:1]#[N:2]. (2) Given the reactants [Br:1][C:2]1[CH:3]=[C:4]([NH:8][C:9]2[C:10]3[C:17]([C:18]4[CH:23]=[CH:22][C:21](Cl)=[CH:20][CH:19]=4)=[CH:16][NH:15][C:11]=3[N:12]=[CH:13][N:14]=2)[CH:5]=[CH:6][CH:7]=1.[Br:25]N1C(=O)CCC1=O, predict the reaction product. The product is: [Br:1][C:2]1[CH:3]=[C:4]([NH:8][C:9]2[C:10]3[C:17]([C:18]4[CH:23]=[CH:22][CH:21]=[CH:20][CH:19]=4)=[C:16]([Br:25])[NH:15][C:11]=3[N:12]=[CH:13][N:14]=2)[CH:5]=[CH:6][CH:7]=1. (3) Given the reactants [C:1]12([CH2:11]O)[CH2:10][CH:5]3[CH2:6][CH:7]([CH2:9][CH:3]([CH2:4]3)[CH2:2]1)[CH2:8]2.[C:13]1([NH:19][CH2:20][CH2:21][NH2:22])[CH:18]=[CH:17][CH:16]=[CH:15][CH:14]=1, predict the reaction product. The product is: [C:1]12([C:11]3[N:19]([C:13]4[CH:18]=[CH:17][CH:16]=[CH:15][CH:14]=4)[CH2:20][CH2:21][N:22]=3)[CH2:10][CH:5]3[CH2:6][CH:7]([CH2:9][CH:3]([CH2:4]3)[CH2:2]1)[CH2:8]2. (4) Given the reactants [F:1][C:2]1[CH:3]=[C:4]([C:8]2[C:16]3[C:11](=[CH:12]C(C#N)=[CH:14][CH:15]=3)[NH:10][N:9]=2)[CH:5]=[CH:6][CH:7]=1.[C:19]([OH:22])(=[O:21])[CH3:20].O.S(=O)(=O)(O)O, predict the reaction product. The product is: [F:1][C:2]1[CH:3]=[C:4]([C:8]2[C:16]3[C:11](=[CH:12][C:20]([C:19]([OH:22])=[O:21])=[CH:14][CH:15]=3)[NH:10][N:9]=2)[CH:5]=[CH:6][CH:7]=1. (5) The product is: [CH:27]1([N:26]([CH2:25][CH:24]([O:33][CH3:34])[O:23][CH3:22])[C:10](=[O:12])[CH2:9][CH2:8][O:7][CH2:6][CH2:5][C:4]2[CH:13]=[C:14]([C:16]3[CH:17]=[N:18][N:19]([CH3:21])[CH:20]=3)[CH:15]=[C:2]([F:1])[CH:3]=2)[CH2:32][CH2:31][CH2:30][CH2:29][CH2:28]1. Given the reactants [F:1][C:2]1[CH:3]=[C:4]([CH:13]=[C:14]([C:16]2[CH:17]=[N:18][N:19]([CH3:21])[CH:20]=2)[CH:15]=1)[CH2:5][CH2:6][O:7][CH2:8][CH2:9][C:10]([OH:12])=O.[CH3:22][O:23][CH:24]([O:33][CH3:34])[CH2:25][NH:26][CH:27]1[CH2:32][CH2:31][CH2:30][CH2:29][CH2:28]1, predict the reaction product. (6) Given the reactants O.O.O.C(C(C(C(O)=O)O)O)(O)=O.[S:14]1[C:18]2[CH2:19][C@@H:20]([NH2:23])[CH2:21][CH2:22][C:17]=2[N:16]=[C:15]1[NH2:24].C, predict the reaction product. The product is: [S:14]1[C:18]2[CH2:19][C@@H:20]([NH2:23])[CH2:21][CH2:22][C:17]=2[N:16]=[C:15]1[NH2:24]. (7) Given the reactants C(N(CC)CC)C.[C:8]([O:12][C:13]([N:15]1[CH2:20][CH2:19][C@@H:18]([O:21][CH3:22])[C@H:17]([NH2:23])[CH2:16]1)=[O:14])([CH3:11])([CH3:10])[CH3:9].[CH3:24][S:25](Cl)(=[O:27])=[O:26], predict the reaction product. The product is: [C:8]([O:12][C:13]([N:15]1[CH2:20][CH2:19][C@@H:18]([O:21][CH3:22])[C@H:17]([NH:23][S:25]([CH3:24])(=[O:27])=[O:26])[CH2:16]1)=[O:14])([CH3:11])([CH3:10])[CH3:9]. (8) Given the reactants [CH3:1][C@H:2]1[CH2:7][C@@H:6](COS(C2C=CC(C)=CC=2)(=O)=O)[CH2:5][N:4]([C:20]([O:22][C:23]([CH3:26])([CH3:25])[CH3:24])=[O:21])[CH2:3]1.[N-:27]=[N+:28]=[N-:29].[Na+].CN(C=[O:35])C, predict the reaction product. The product is: [N:27]([CH2:7][C@@H:6]1[O:35][C@H:2]([CH3:1])[CH2:3][N:4]([C:20]([O:22][C:23]([CH3:26])([CH3:25])[CH3:24])=[O:21])[CH2:5]1)=[N+:28]=[N-:29]. (9) Given the reactants [Cl:1][CH2:2][CH2:3][CH2:4][S:5](Cl)(=[O:7])=[O:6].[CH3:9][NH:10][CH3:11], predict the reaction product. The product is: [CH3:9][N:10]([CH3:11])[S:5]([CH2:4][CH2:3][CH2:2][Cl:1])(=[O:7])=[O:6].